From a dataset of Forward reaction prediction with 1.9M reactions from USPTO patents (1976-2016). Predict the product of the given reaction. (1) Given the reactants [C:1]([CH2:14][CH2:15][OH:16])([C:4]([C:7]([C:10]([F:13])([F:12])[F:11])([F:9])[F:8])([F:6])[F:5])([F:3])[F:2].O1CCCC1.[OH-].[Na+].Br[CH2:25][CH2:26][CH2:27][CH2:28][CH3:29], predict the reaction product. The product is: [C:1]([CH2:14][CH2:15][O:16][CH2:25][CH2:26][CH2:27][CH2:28][CH3:29])([C:4]([C:7]([C:10]([F:11])([F:12])[F:13])([F:9])[F:8])([F:6])[F:5])([F:3])[F:2]. (2) Given the reactants [C:1]([O:5][C:6]([NH:8][C@H:9]([C:35]([O:37][C:38]([CH3:41])([CH3:40])[CH3:39])=[O:36])[CH2:10][C@H:11]([CH2:19][C:20]1[CH:25]=[CH:24][C:23]([O:26][CH2:27][CH2:28][OH:29])=[C:22]([O:30][C:31]([CH3:34])([CH3:33])[CH3:32])[CH:21]=1)[C:12]([O:14][C:15]([CH3:18])([CH3:17])[CH3:16])=[O:13])=[O:7])([CH3:4])([CH3:3])[CH3:2].C(N(CC)CC)C.[CH3:49][S:50](Cl)(=[O:52])=[O:51], predict the reaction product. The product is: [C:1]([O:5][C:6]([NH:8][C@H:9]([C:35]([O:37][C:38]([CH3:41])([CH3:40])[CH3:39])=[O:36])[CH2:10][C@H:11]([CH2:19][C:20]1[CH:25]=[CH:24][C:23]([O:26][CH2:27][CH2:28][O:29][S:50]([CH3:49])(=[O:52])=[O:51])=[C:22]([O:30][C:31]([CH3:34])([CH3:33])[CH3:32])[CH:21]=1)[C:12]([O:14][C:15]([CH3:16])([CH3:18])[CH3:17])=[O:13])=[O:7])([CH3:2])([CH3:3])[CH3:4]. (3) Given the reactants [N:1]1([C:6]2[N:11]=[C:10]([NH:12][CH2:13][CH2:14][NH:15][C:16]3[C:17](=O)[C:18](=[O:22])[C:19]=3[O:20]C)[CH:9]=[C:8]([N:24]3[CH2:28][CH2:27][CH2:26][CH2:25]3)[N:7]=2)[CH2:5][CH2:4][CH2:3][CH2:2]1.[NH:29]1[CH2:34][CH2:33][CH2:32][CH2:31][CH2:30]1, predict the reaction product. The product is: [N:1]1([C:6]2[N:11]=[C:10]([NH:12][CH2:13][CH2:14][NH:15][C:16]3[C:19](=[O:20])[C:18](=[O:22])[C:17]=3[N:29]3[CH2:34][CH2:33][CH2:32][CH2:31][CH2:30]3)[CH:9]=[C:8]([N:24]3[CH2:28][CH2:27][CH2:26][CH2:25]3)[N:7]=2)[CH2:2][CH2:3][CH2:4][CH2:5]1. (4) Given the reactants [C:1]([CH2:4][CH2:5][CH2:6][CH2:7][CH2:8][N+:9]1[C:17]2[C:12](=[C:13]([F:21])[C:14]([F:20])=[C:15]([F:19])[C:16]=2[F:18])[C:11]([CH2:23][CH2:24][CH2:25][CH2:26][S:27]([O-:30])(=[O:29])=[O:28])([CH3:22])[C:10]=1[CH3:31])([OH:3])=[O:2].C1(N=[CH:39][CH2:40][CH:41]=[N:42][C:43]2[CH:48]=[CH:47][CH:46]=[CH:45][CH:44]=2)C=CC=CC=1.Cl.[C:50](OC(=O)C)(=[O:52])[CH3:51], predict the reaction product. The product is: [C:50]([N:42]([C:43]1[CH:44]=[CH:45][CH:46]=[CH:47][CH:48]=1)/[CH:41]=[CH:40]/[CH:39]=[CH:31]/[C:10]1[C:11]([CH2:23][CH2:24][CH2:25][CH2:26][S:27]([O-:30])(=[O:29])=[O:28])([CH3:22])[C:12]2[C:17](=[C:16]([F:18])[C:15]([F:19])=[C:14]([F:20])[C:13]=2[F:21])[N+:9]=1[CH2:8][CH2:7][CH2:6][CH2:5][CH2:4][C:1]([OH:3])=[O:2])(=[O:52])[CH3:51]. (5) Given the reactants [CH2:1]([SH:4])[CH2:2][CH3:3].[C:5]12([NH:15][C:16](=[O:25])[C:17]3[CH:22]=[CH:21][C:20]([Cl:23])=[N:19][C:18]=3Cl)[CH2:14][CH:9]3[CH2:10][CH:11]([CH2:13][CH:7]([CH2:8]3)[CH2:6]1)[CH2:12]2.C(=O)([O-])[O-].[K+].[K+], predict the reaction product. The product is: [C:5]12([NH:15][C:16](=[O:25])[C:17]3[CH:22]=[CH:21][C:20]([Cl:23])=[N:19][C:18]=3[S:4][CH2:1][CH2:2][CH3:3])[CH2:6][CH:7]3[CH2:8][CH:9]([CH2:10][CH:11]([CH2:13]3)[CH2:12]1)[CH2:14]2. (6) The product is: [Cl:16][C:12]1[CH:11]=[C:10]([N:8]([CH3:9])[C:6]2[CH:5]=[CH:4][N:3]=[C:2]([NH:17][C:18]3[CH:19]=[C:20]([N:30]4[CH2:35][CH2:34][CH:33]([OH:36])[CH2:32][CH2:31]4)[CH:21]=[C:22]([N:24]4[CH2:29][CH2:28][O:27][CH2:26][CH2:25]4)[CH:23]=3)[N:7]=2)[CH:15]=[CH:14][CH:13]=1. Given the reactants Cl[C:2]1[N:7]=[C:6]([N:8]([C:10]2[CH:15]=[CH:14][CH:13]=[C:12]([Cl:16])[CH:11]=2)[CH3:9])[CH:5]=[CH:4][N:3]=1.[NH2:17][C:18]1[CH:19]=[C:20]([N:30]2[CH2:35][CH2:34][CH:33]([OH:36])[CH2:32][CH2:31]2)[CH:21]=[C:22]([N:24]2[CH2:29][CH2:28][O:27][CH2:26][CH2:25]2)[CH:23]=1.Cl.O1CCOCC1, predict the reaction product. (7) Given the reactants F[C:2]1[CH:7]=[CH:6][C:5]([N+:8]([O-:10])=[O:9])=[C:4]([O:11][CH3:12])[CH:3]=1.[OH:13][CH:14]1[CH2:19][CH2:18][NH:17][CH2:16][CH2:15]1.C(=O)([O-])[O-].[K+].[K+], predict the reaction product. The product is: [CH3:12][O:11][C:4]1[CH:3]=[C:2]([N:17]2[CH2:18][CH2:19][CH:14]([OH:13])[CH2:15][CH2:16]2)[CH:7]=[CH:6][C:5]=1[N+:8]([O-:10])=[O:9]. (8) Given the reactants [C:1]1([C:7]2[NH:11][CH:10]=[C:9]([CH:12]=[O:13])[CH:8]=2)[CH:6]=[CH:5][CH:4]=[CH:3][CH:2]=1.[H-].[Na+].C1OCCOCCOCCOCCOC1.Cl[S:32]([C:35]1[CH:44]=[CH:43][CH:42]=[CH:41][C:36]=1[C:37]([O:39][CH3:40])=[O:38])(=[O:34])=[O:33], predict the reaction product. The product is: [CH:12]([C:9]1[CH:8]=[C:7]([C:1]2[CH:6]=[CH:5][CH:4]=[CH:3][CH:2]=2)[N:11]([S:32]([C:35]2[CH:44]=[CH:43][CH:42]=[CH:41][C:36]=2[C:37]([O:39][CH3:40])=[O:38])(=[O:34])=[O:33])[CH:10]=1)=[O:13].